From a dataset of Peptide-MHC class II binding affinity with 134,281 pairs from IEDB. Regression. Given a peptide amino acid sequence and an MHC pseudo amino acid sequence, predict their binding affinity value. This is MHC class II binding data. (1) The peptide sequence is LTGYSLFQKEKMVLN. The MHC is HLA-DPA10103-DPB10401 with pseudo-sequence HLA-DPA10103-DPB10401. The binding affinity (normalized) is 0.478. (2) The peptide sequence is YKAAVDLSHFLKEKG. The MHC is DRB1_1501 with pseudo-sequence DRB1_1501. The binding affinity (normalized) is 0.0280. (3) The peptide sequence is GELQIVDKIDEAFKI. The MHC is DRB1_1201 with pseudo-sequence DRB1_1201. The binding affinity (normalized) is 0.552. (4) The peptide sequence is AAATAGTTVYGAFAI. The MHC is HLA-DPA10103-DPB10601 with pseudo-sequence HLA-DPA10103-DPB10601. The binding affinity (normalized) is 0.0747.